Dataset: Reaction yield outcomes from USPTO patents with 853,638 reactions. Task: Predict the reaction yield, written as a fraction of the theoretical maximum amount of product (1.0 means a 100% yield; for example, 0.34 means a 34% yield). (1) The reactants are [CH:1]([C:3]1[CH:4]=[CH:5][C:6]2[O:10][CH:9]=[N:8][C:7]=2[CH:11]=1)=C.[O:12]=[O+][O-].O. The catalyst is C(Cl)Cl. The product is [O:10]1[C:6]2[CH:5]=[CH:4][C:3]([CH:1]=[O:12])=[CH:11][C:7]=2[N:8]=[CH:9]1. The yield is 0.339. (2) The reactants are Br[C:2]1[CH:3]=[C:4]([O:9][CH3:10])[CH:5]=[C:6]([F:8])[CH:7]=1.[CH3:11]B1OB(C)OB(C)O1.C(=O)([O-])[O-].[Cs+].[Cs+]. The catalyst is O1CCOCC1.O.C1C=CC(P(C2C=CC=CC=2)[C-]2C=CC=C2)=CC=1.C1C=CC(P(C2C=CC=CC=2)[C-]2C=CC=C2)=CC=1.Cl[Pd]Cl.[Fe+2]. The product is [F:8][C:6]1[CH:7]=[C:2]([CH3:11])[CH:3]=[C:4]([O:9][CH3:10])[CH:5]=1. The yield is 0.660. (3) The reactants are [CH:1]1([NH:7][C:8](=[O:28])[CH2:9][C:10]2[CH:15]=[C:14]([I:16])[C:13]([O:17][C:18]3[CH:23]=[C:22]([I:24])[C:21]([OH:25])=[C:20]([I:26])[CH:19]=3)=[C:12]([I:27])[CH:11]=2)[CH2:6][CH2:5][CH2:4][CH2:3][CH2:2]1.C([O-])([O-])=O.[Cs+].[Cs+].[CH2:35]([CH:37]1[O:39][CH2:38]1)Br.CCOC(C)=O. The catalyst is O1CCOCC1. The product is [CH:1]1([NH:7][C:8](=[O:28])[CH2:9][C:10]2[CH:15]=[C:14]([I:16])[C:13]([O:17][C:18]3[CH:23]=[C:22]([I:24])[C:21]([O:25][CH2:35][CH:37]4[CH2:38][O:39]4)=[C:20]([I:26])[CH:19]=3)=[C:12]([I:27])[CH:11]=2)[CH2:2][CH2:3][CH2:4][CH2:5][CH2:6]1. The yield is 0.0500. (4) The reactants are C(O)C.Cl[C:5]1[C:10]([N+:11]([O-:13])=[O:12])=[CH:9][CH:8]=[CH:7][N:6]=1.C(=O)([O-])[O-].[K+].[K+].[CH2:20]([SH:27])[C:21]1[CH:26]=[CH:25][CH:24]=[CH:23][CH:22]=1. The catalyst is O. The product is [CH2:20]([S:27][C:5]1[C:10]([N+:11]([O-:13])=[O:12])=[CH:9][CH:8]=[CH:7][N:6]=1)[C:21]1[CH:26]=[CH:25][CH:24]=[CH:23][CH:22]=1. The yield is 0.850. (5) The reactants are Br[C:2]1[CH:3]=[CH:4][C:5]([O:8][CH3:9])=[N:6][CH:7]=1.[OH:10][C:11]1[CH:20]=[CH:19][C:14]([C:15]([O:17][CH3:18])=[O:16])=[CH:13][CH:12]=1.C([O-])([O-])=O.[K+].[K+].Cl. The catalyst is N1C=CC=CC=1.[Cu]I. The product is [CH3:18][O:17][C:15](=[O:16])[C:14]1[CH:19]=[CH:20][C:11]([O:10][C:2]2[CH:7]=[N:6][C:5]([O:8][CH3:9])=[CH:4][CH:3]=2)=[CH:12][CH:13]=1. The yield is 0.350. (6) The yield is 0.520. The reactants are [Li+].[Cl-].FC(F)(F)S(O[C:9]1[CH2:10][CH2:11][N:12]([C:15]([O:17][C:18]([CH3:21])([CH3:20])[CH3:19])=[O:16])[CH2:13][CH:14]=1)(=O)=O.[F:24][C:25]([F:37])([F:36])[O:26][C:27]1[CH:32]=[CH:31][C:30](B(O)O)=[CH:29][CH:28]=1.C([O-])([O-])=O.[Na+].[Na+]. The product is [F:24][C:25]([F:36])([F:37])[O:26][C:27]1[CH:32]=[CH:31][C:30]([C:9]2[CH2:10][CH2:11][N:12]([C:15]([O:17][C:18]([CH3:19])([CH3:20])[CH3:21])=[O:16])[CH2:13][CH:14]=2)=[CH:29][CH:28]=1. The catalyst is COCCOC.